Dataset: Catalyst prediction with 721,799 reactions and 888 catalyst types from USPTO. Task: Predict which catalyst facilitates the given reaction. (1) Product: [O:15]1[C@H:3]([C:4]([O:6][CH2:7][CH3:8])=[O:5])[C@H:9]1[C:10]([O:12][CH2:13][CH3:14])=[O:11]. Reactant: [Na].Br[CH:3]([CH:9]([OH:15])[C:10]([O:12][CH2:13][CH3:14])=[O:11])[C:4]([O:6][CH2:7][CH3:8])=[O:5].CC(O)=O. The catalyst class is: 14. (2) Reactant: O=C1C2C(=CC=CC=2)C(=O)[N:3]1[CH2:12][CH2:13][N:14]1[C:23]2[C:18](=[N:19][CH:20]=[C:21]([CH2:24][C:25]3[CH:30]=[CH:29][C:28]([F:31])=[CH:27][CH:26]=3)[CH:22]=2)[C:17]([OH:32])=[C:16]([C:33](OCC)=[O:34])[C:15]1=[O:38].[NH2:39][CH2:40][CH2:41][O:42][CH2:43][CH2:44][OH:45].NN. Product: [NH2:3][CH2:12][CH2:13][N:14]1[C:23]2[C:18](=[N:19][CH:20]=[C:21]([CH2:24][C:25]3[CH:26]=[CH:27][C:28]([F:31])=[CH:29][CH:30]=3)[CH:22]=2)[C:17]([OH:32])=[C:16]([C:33]([NH:39][CH2:40][CH2:41][O:42][CH2:43][CH2:44][OH:45])=[O:34])[C:15]1=[O:38]. The catalyst class is: 88.